From a dataset of hERG potassium channel inhibition data for cardiac toxicity prediction from Karim et al.. Regression/Classification. Given a drug SMILES string, predict its toxicity properties. Task type varies by dataset: regression for continuous values (e.g., LD50, hERG inhibition percentage) or binary classification for toxic/non-toxic outcomes (e.g., AMES mutagenicity, cardiotoxicity, hepatotoxicity). Dataset: herg_karim. (1) The molecule is Cc1ncoc1-c1nnc(SCCCN2CC[C@@]3(C[C@H]3c3ccc(F)cc3C(F)(F)F)C2)n1C. The result is 1 (blocker). (2) The compound is CNCC[C@@H](Oc1ccccc1C)c1ccccc1. The result is 1 (blocker). (3) The molecule is C[N+]1([O-])[C@H]2C[C@@H](OC(=O)[C@H](CO)c3ccccc3)C[C@@H]1[C@H]1O[C@@H]21. The result is 0 (non-blocker). (4) The drug is CCN(CC)C(=O)c1ccc(C2=CC3(CCNCC3)Oc3ccccc32)cc1C. The result is 1 (blocker). (5) The molecule is Cc1cc(Nc2nc(N[C@@H](C)c3ccc(F)cc3)c(C#N)cc2F)n[nH]1. The result is 0 (non-blocker). (6) The molecule is COC(=O)N(NC(=O)c1c(OCCN(C)C)c(-c2ccccc2)nc2ccccc12)c1ccccc1. The result is 1 (blocker). (7) The compound is Cc1ccc(N2CCN(CCN3Cc4ccccc4C3)C2=O)cn1. The result is 0 (non-blocker).